From a dataset of Full USPTO retrosynthesis dataset with 1.9M reactions from patents (1976-2016). Predict the reactants needed to synthesize the given product. (1) Given the product [OH:20][C:16]1[CH:15]=[C:14]([N:9]2[CH:10]=[CH:11][C:12](=[O:13])[C:7]([C:5]3[N:32]([C:22]4[C:31]5[C:26](=[CH:27][CH:28]=[CH:29][CH:30]=5)[CH:25]=[CH:24][CH:23]=4)[N:2]=[CH:3][CH:4]=3)=[N:8]2)[CH:19]=[CH:18][CH:17]=1, predict the reactants needed to synthesize it. The reactants are: C[N:2](C)/[CH:3]=[CH:4]/[C:5]([C:7]1[C:12](=[O:13])[CH:11]=[CH:10][N:9]([C:14]2[CH:19]=[CH:18][CH:17]=[C:16]([OH:20])[CH:15]=2)[N:8]=1)=O.[C:22]1([NH:32]N)[C:31]2[C:26](=[CH:27][CH:28]=[CH:29][CH:30]=2)[CH:25]=[CH:24][CH:23]=1. (2) Given the product [CH:1]1([N:7]2[CH2:12][CH2:11][CH2:10][C@@H:9]([NH:13][C:14]3[N:15]=[CH:16][C:17](/[CH:20]=[CH:21]/[C:22]([NH:25][O:26][CH:29]4[CH2:30][CH2:31][CH2:32][CH2:51][O:52]4)=[O:24])=[N:18][CH:19]=3)[CH2:8]2)[CH2:2][CH2:3][CH2:4][CH2:5][CH2:6]1, predict the reactants needed to synthesize it. The reactants are: [CH:1]1([N:7]2[CH2:12][CH2:11][CH2:10][C@@H:9]([NH:13][C:14]3[N:15]=[CH:16][C:17](/[CH:20]=[CH:21]/[C:22]([OH:24])=O)=[N:18][CH:19]=3)[CH2:8]2)[CH2:6][CH2:5][CH2:4][CH2:3][CH2:2]1.[NH2:25][OH:26].C1C=[CH:29][C:30]2N(O)N=N[C:31]=2[CH:32]=1.CCN=C=NCCCN(C)C.CN([CH:51]=[O:52])C. (3) Given the product [NH2:8][C@H:12]([C:13]1[NH:31][C:28]2[CH:29]=[CH:30][C:25]([C:21]([CH3:24])([CH3:22])[CH3:23])=[CH:26][C:27]=2[N:32]=1)[C@H:11]([OH:10])[CH:16]([CH3:18])[CH3:17], predict the reactants needed to synthesize it. The reactants are: C(OC([N:8]1[C@H:12]([C:13](O)=O)[C@@H:11]([CH:16]([CH3:18])[CH3:17])[O:10]C1(C)C)=O)(C)(C)C.[C:21]([C:25]1[CH:30]=[CH:29][C:28]([NH2:31])=[C:27]([NH2:32])[CH:26]=1)([CH3:24])([CH3:23])[CH3:22]. (4) Given the product [O:1]=[C:2]1[N:7]([CH2:8][C:9]([NH:29][C@H:26]([C:23]2[CH:22]=[CH:21][C:20]([O:19][C:18]([F:17])([F:30])[F:31])=[CH:25][CH:24]=2)[CH2:27][CH3:28])=[O:11])[N:6]=[N:5][C:4]2[CH:12]=[CH:13][CH:14]=[CH:15][C:3]1=2, predict the reactants needed to synthesize it. The reactants are: [O:1]=[C:2]1[N:7]([CH2:8][C:9]([OH:11])=O)[N:6]=[N:5][C:4]2[CH:12]=[CH:13][CH:14]=[CH:15][C:3]1=2.Cl.[F:17][C:18]([F:31])([F:30])[O:19][C:20]1[CH:25]=[CH:24][C:23]([C@@H:26]([NH2:29])[CH2:27][CH3:28])=[CH:22][CH:21]=1.C(N(C(C)C)C(C)C)C.Cl.C(N=C=NCCCN(C)C)C.N1(O)C2C=CC=CC=2N=N1. (5) Given the product [CH2:17]([O:19][C:2]1[CH:3]=[C:4]([CH:8]=[CH:9][C:10]=1[N+:11]([O-:13])=[O:12])[C:5]([OH:7])=[O:6])[CH3:18], predict the reactants needed to synthesize it. The reactants are: F[C:2]1[CH:3]=[C:4]([CH:8]=[CH:9][C:10]=1[N+:11]([O-:13])=[O:12])[C:5]([OH:7])=[O:6].[OH-].[K+].Cl.[CH2:17]([OH:19])[CH3:18]. (6) Given the product [Cl:19][C:20]1[CH:25]=[CH:24][C:23]([C:26]2([OH:32])[CH2:27][CH2:28][N:29]([C:16](=[O:18])[CH:12]([NH:11][C:1](=[O:2])[O:3][CH2:4][C:5]3[CH:6]=[CH:7][CH:8]=[CH:9][CH:10]=3)[CH:13]([CH3:14])[CH3:15])[CH2:30][CH2:31]2)=[CH:22][CH:21]=1, predict the reactants needed to synthesize it. The reactants are: [C:1]([NH:11][CH:12]([C:16]([OH:18])=O)[CH:13]([CH3:15])[CH3:14])([O:3][CH2:4][C:5]1[CH:10]=[CH:9][CH:8]=[CH:7][CH:6]=1)=[O:2].[Cl:19][C:20]1[CH:25]=[CH:24][C:23]([C:26]2([OH:32])[CH2:31][CH2:30][NH:29][CH2:28][CH2:27]2)=[CH:22][CH:21]=1.C(NC(C(O)=O)C(C)C)(=O)C1C=CC=CC=1.Cl.ClC1C=CC(C2CCNCC2)=CC=1. (7) The reactants are: [CH3:1][N:2]1[C:6]2[CH:7]=[CH:8][CH:9]=[CH:10][C:5]=2[CH2:4][S:3]1(=[O:12])=[O:11].[Br:13]N1C(=O)CCC1=O.O. Given the product [Br:13][C:9]1[CH:8]=[CH:7][C:6]2[N:2]([CH3:1])[S:3](=[O:11])(=[O:12])[CH2:4][C:5]=2[CH:10]=1, predict the reactants needed to synthesize it.